From a dataset of Full USPTO retrosynthesis dataset with 1.9M reactions from patents (1976-2016). Predict the reactants needed to synthesize the given product. Given the product [OH:2][N:1]=[CH:3][C:5]1[O:9][C:8]([CH3:10])=[C:7]([C:11]([O:13][CH3:14])=[O:12])[CH:6]=1, predict the reactants needed to synthesize it. The reactants are: [NH2:1][OH:2].[CH:3]([C:5]1[O:9][C:8]([CH3:10])=[C:7]([C:11]([O:13][CH3:14])=[O:12])[CH:6]=1)=O.